Predict which catalyst facilitates the given reaction. From a dataset of Catalyst prediction with 721,799 reactions and 888 catalyst types from USPTO. (1) Reactant: [S:1]1[CH:5]=[CH:4][N:3]=[C:2]1[CH2:6][O:7][CH:8]1[CH2:11][N:10](C(OC(C)(C)C)=O)[CH2:9]1.[ClH:19]. Product: [ClH:19].[NH:10]1[CH2:11][CH:8]([O:7][CH2:6][C:2]2[S:1][CH:5]=[CH:4][N:3]=2)[CH2:9]1. The catalyst class is: 27. (2) Reactant: I[C:2]1[C:10]([O:11][CH3:12])=[CH:9][C:5]2[O:6][CH2:7][O:8][C:4]=2[CH:3]=1.CC([O-])(C)C.[Na+].CC1C=CC2C=CC3C=CC(C)=NC=3C=2N=1.O.[CH3:36][O:37][C:38]1[CH:65]=[CH:64][C:41]([CH2:42][N:43]2[C:51]3[CH:50]=[CH:49][N:48]=[C:47]([NH2:52])[C:46]=3[N:45]=[C:44]2[S:53]C2C(C)=CC3OCOC=3C=2)=[CH:40][CH:39]=1. Product: [CH3:12][O:11][C:10]1[C:2]([S:53][C:44]2[N:43]([CH2:42][C:41]3[CH:64]=[CH:65][C:38]([O:37][CH3:36])=[CH:39][CH:40]=3)[C:51]3[CH:50]=[CH:49][N:48]=[C:47]([NH2:52])[C:46]=3[N:45]=2)=[CH:3][C:4]2[O:8][CH2:7][O:6][C:5]=2[CH:9]=1. The catalyst class is: 122. (3) Reactant: [CH3:1][N:2]1[C:6]([N:7]2[C:11]3=[N:12][CH:13]=[C:14]([CH3:16])[CH:15]=[C:10]3[CH:9]=[CH:8]2)=[C:5]([CH2:17][CH2:18][C:19](O)=[O:20])[C:4]([CH3:22])=[N:3]1.CN(C)C=O.C(Cl)(=O)C(Cl)=O. Product: [CH3:1][N:2]1[C:6]([N:7]2[C:11]3=[N:12][CH:13]=[C:14]([CH3:16])[CH:15]=[C:10]3[CH:9]=[CH:8]2)=[C:5]([CH2:17][CH2:18][CH2:19][OH:20])[C:4]([CH3:22])=[N:3]1. The catalyst class is: 7. (4) Reactant: [NH2:1][C:2]1[CH:7]=[CH:6][C:5]([S:8]([NH2:11])(=[O:10])=[O:9])=[CH:4][C:3]=1[C:12]#[C:13][C:14]1[C:22]2[C:17](=[CH:18][C:19]([Cl:23])=[CH:20][CH:21]=2)[NH:16][N:15]=1. Product: [Cl:23][C:19]1[CH:18]=[C:17]2[C:22]([C:14]([C:13]3[NH:1][C:2]4[C:3]([CH:12]=3)=[CH:4][C:5]([S:8]([NH2:11])(=[O:9])=[O:10])=[CH:6][CH:7]=4)=[N:15][NH:16]2)=[CH:21][CH:20]=1. The catalyst class is: 15. (5) Reactant: C(N(CC)CC)C.[NH2:8][C:9]1[N:17]=[CH:16][CH:15]=[CH:14][C:10]=1[C:11]([OH:13])=O.[F:18][C:19]([F:36])([F:35])[C:20]1[CH:25]=[CH:24][CH:23]=[CH:22][C:21]=1[O:26][C:27]1[CH:28]=[C:29]([CH:32]=[CH:33][CH:34]=1)[CH2:30][NH2:31].CN([P+](ON1N=NC2C=CC=CC1=2)(N(C)C)N(C)C)C.F[P-](F)(F)(F)(F)F. Product: [F:18][C:19]([F:35])([F:36])[C:20]1[CH:25]=[CH:24][CH:23]=[CH:22][C:21]=1[O:26][C:27]1[CH:28]=[C:29]([CH2:30][NH:31][C:11](=[O:13])[C:10]2[CH:14]=[CH:15][CH:16]=[N:17][C:9]=2[NH2:8])[CH:32]=[CH:33][CH:34]=1. The catalyst class is: 3. (6) Reactant: Br[C:2]1[CH:7]=[C:6]([O:8][CH3:9])[CH:5]=[CH:4][C:3]=1[O:10][CH2:11][CH2:12][CH2:13][CH3:14].O(C1C=CC=CC=1P(C1C=CC=CC=1)C1C=CC=CC=1)C1C=CC=CC=1P(C1C=CC=CC=1)C1C=CC=CC=1.[CH3:54][C:55]1([CH3:62])[C:59]([CH3:61])([CH3:60])[O:58][BH:57][O:56]1. Product: [CH2:11]([O:10][C:3]1[CH:4]=[CH:5][C:6]([O:8][CH3:9])=[CH:7][C:2]=1[B:57]1[O:58][C:59]([CH3:61])([CH3:60])[C:55]([CH3:62])([CH3:54])[O:56]1)[CH2:12][CH2:13][CH3:14]. The catalyst class is: 160. (7) Reactant: CN(C)[CH:3]1[C:8](=O)[CH2:7][CH2:6][N:5]([C:10]2[CH:11]=[C:12]([CH:26]=[CH:27][C:28]=2[CH3:29])[C:13]([NH:15][C:16]2[CH:21]=[CH:20][CH:19]=[C:18]([C:22]([F:25])([F:24])[F:23])[CH:17]=2)=[O:14])[C:4]1=C.[Cl:32][C:33]1[CH:38]=[CH:37][C:36]([NH:39][C:40]([NH2:42])=[NH:41])=[CH:35][CH:34]=1.[C:43]([O-])(=O)C.[Na+]. Product: [Cl:32][C:33]1[CH:34]=[CH:35][C:36]([NH:39][C:40]2[N:42]=[CH:43][C:3]3[CH2:4][N:5]([C:10]4[CH:11]=[C:12]([CH:26]=[CH:27][C:28]=4[CH3:29])[C:13]([NH:15][C:16]4[CH:21]=[CH:20][CH:19]=[C:18]([C:22]([F:23])([F:25])[F:24])[CH:17]=4)=[O:14])[CH2:6][CH2:7][C:8]=3[N:41]=2)=[CH:37][CH:38]=1. The catalyst class is: 40.